This data is from Full USPTO retrosynthesis dataset with 1.9M reactions from patents (1976-2016). The task is: Predict the reactants needed to synthesize the given product. (1) Given the product [C:1]([N:9]1[CH2:22][CH2:21][C:20]2[C:19]3[C:18]([C:27]4[CH:26]=[C:25]([F:24])[CH:30]=[C:29]([F:31])[CH:28]=4)=[CH:17][CH:16]=[CH:15][C:14]=3[NH:13][C:12]=2[CH2:11][CH2:10]1)(=[O:8])[C:2]1[CH:7]=[CH:6][CH:5]=[CH:4][CH:3]=1, predict the reactants needed to synthesize it. The reactants are: [C:1]([N:9]1[CH2:22][CH2:21][C:20]2[C:19]3[C:18](Br)=[CH:17][CH:16]=[CH:15][C:14]=3[NH:13][C:12]=2[CH2:11][CH2:10]1)(=[O:8])[C:2]1[CH:7]=[CH:6][CH:5]=[CH:4][CH:3]=1.[F:24][C:25]1[CH:26]=[C:27](B(O)O)[CH:28]=[C:29]([F:31])[CH:30]=1.C(=O)([O-])[O-].[Na+].[Na+].CO.C(Cl)(Cl)Cl. (2) Given the product [CH2:18]([O:17][C:15]([CH:5]1[C:6]2[NH:7][C:8]3[CH:9]=[CH:10][CH:11]=[CH:12][C:13]=3[C:14]=2[CH2:1][CH2:2][N:3]([C:20]2[CH:25]=[CH:24][CH:23]=[CH:22][CH:21]=2)[CH2:4]1)=[O:16])[CH3:19], predict the reactants needed to synthesize it. The reactants are: [CH2:1]1[C:14]2[C:13]3[CH:12]=[CH:11][CH:10]=[CH:9][C:8]=3[NH:7][C:6]=2[CH:5]([C:15]([O:17][CH2:18][CH3:19])=[O:16])[CH2:4][NH:3][CH2:2]1.[C:20]1(B(O)O)[CH:25]=[CH:24][CH:23]=[CH:22][CH:21]=1.N1C=CC=CC=1.